From a dataset of Full USPTO retrosynthesis dataset with 1.9M reactions from patents (1976-2016). Predict the reactants needed to synthesize the given product. (1) Given the product [CH3:25][C:16]1([CH3:24])[O:15][C:14](=[O:26])[N:13]([CH:10]2[CH2:11][CH2:12][C:7]([B:29]3[O:33][C:32]([CH3:35])([CH3:34])[C:31]([CH3:37])([CH3:36])[O:30]3)=[CH:8][CH2:9]2)[C@H:17]1[C:18]1[CH:19]=[CH:20][CH:21]=[CH:22][CH:23]=1, predict the reactants needed to synthesize it. The reactants are: FC(F)(F)S(O[C:7]1[CH2:12][CH2:11][CH:10]([N:13]2[C@@H:17]([C:18]3[CH:23]=[CH:22][CH:21]=[CH:20][CH:19]=3)[C:16]([CH3:25])([CH3:24])[O:15][C:14]2=[O:26])[CH2:9][CH:8]=1)(=O)=O.[B:29]1([B:29]2[O:33][C:32]([CH3:35])([CH3:34])[C:31]([CH3:37])([CH3:36])[O:30]2)[O:33][C:32]([CH3:35])([CH3:34])[C:31]([CH3:37])([CH3:36])[O:30]1.C([O-])(=O)C.[K+]. (2) Given the product [Cl:1][C:2]1[C:7]([Cl:8])=[C:6]([O:9][CH3:10])[CH:5]=[CH:4][C:3]=1[CH2:20][C:19]([OH:22])=[O:21], predict the reactants needed to synthesize it. The reactants are: [Cl:1][C:2]1[C:7]([Cl:8])=[C:6]([O:9][CH3:10])[CH:5]=[CH:4][C:3]=1CC#N.S(=O)(=O)(O)O.[C:19]([OH:22])(=[O:21])[CH3:20]. (3) The reactants are: Br[C:2]1[CH:7]=[CH:6][C:5]([O:8][CH3:9])=[CH:4][C:3]=1[N+:10]([O-:12])=[O:11].[CH2:13]([C:15]1([CH2:30][CH3:31])[CH2:20][CH2:19][C:18](B2OC(C)(C)C(C)(C)O2)=[CH:17][CH2:16]1)[CH3:14].P([O-])([O-])([O-])=O.[K+].[K+].[K+]. Given the product [CH2:13]([C:15]1([CH2:30][CH3:31])[CH2:20][CH2:19][C:18]([C:2]2[CH:7]=[CH:6][C:5]([O:8][CH3:9])=[CH:4][C:3]=2[N+:10]([O-:12])=[O:11])=[CH:17][CH2:16]1)[CH3:14], predict the reactants needed to synthesize it.